Dataset: Full USPTO retrosynthesis dataset with 1.9M reactions from patents (1976-2016). Task: Predict the reactants needed to synthesize the given product. (1) Given the product [CH3:19][N:20]([CH3:21])[CH:2]1[C:10]2[C:5](=[CH:6][C:7]([NH:11][C:12](=[O:18])[O:13][C:14]([CH3:17])([CH3:16])[CH3:15])=[CH:8][CH:9]=2)[CH2:4][CH2:3]1, predict the reactants needed to synthesize it. The reactants are: O=[C:2]1[C:10]2[C:5](=[CH:6][C:7]([NH:11][C:12](=[O:18])[O:13][C:14]([CH3:17])([CH3:16])[CH3:15])=[CH:8][CH:9]=2)[CH2:4][CH2:3]1.[CH3:19][NH:20][CH3:21].C(O[BH-](OC(=O)C)OC(=O)C)(=O)C.[Na+]. (2) Given the product [Cl-:1].[Cl:1][C:2]1[CH:3]=[C:4]([C:9]2([CH:13]([OH:21])[CH2:14][NH2+:15][CH:16]([CH:18]([F:20])[CH3:19])[CH3:17])[CH2:12][CH2:11][CH2:10]2)[CH:5]=[CH:6][C:7]=1[Cl:8], predict the reactants needed to synthesize it. The reactants are: [Cl:1][C:2]1[CH:3]=[C:4]([C:9]2([CH:13]([OH:21])[CH2:14][NH:15][CH:16]([CH:18]([F:20])[CH3:19])[CH3:17])[CH2:12][CH2:11][CH2:10]2)[CH:5]=[CH:6][C:7]=1[Cl:8].Cl.